Dataset: Full USPTO retrosynthesis dataset with 1.9M reactions from patents (1976-2016). Task: Predict the reactants needed to synthesize the given product. (1) Given the product [F:43][C:14]([F:13])([C:33]([OH:37])([CH3:34])[CH3:2])[C:15]([O:17][CH3:18])=[O:16], predict the reactants needed to synthesize it. The reactants are: O.[C:2]1(C)C=CC(S(O)(=O)=O)=CC=1.[F:13][C:14]([F:43])([CH:33]([O:37]C(=O)C(C)=C)[CH:34](C)C)[C:15]([O:17][CH2:18]CC(F)(F)C(F)(F)C(F)(F)C(F)(F)F)=[O:16].C(=O)([O-])O.[Na+]. (2) Given the product [CH3:1][O:2][C:3](=[O:4])[CH:5]=[C:16]([C:18]1[CH:23]=[C:22]([C:24]([CH3:27])([CH3:25])[CH3:26])[CH:21]=[C:20]([C:28]([CH3:31])([CH3:30])[CH3:29])[C:19]=1[O:32][CH2:33][CH3:34])[C:15]([F:14])([F:35])[F:36], predict the reactants needed to synthesize it. The reactants are: [CH3:1][O:2][C:3]([CH2:5]P(OC)(OC)=O)=[O:4].[H-].[Na+].[F:14][C:15]([F:36])([F:35])[C:16]([C:18]1[CH:23]=[C:22]([C:24]([CH3:27])([CH3:26])[CH3:25])[CH:21]=[C:20]([C:28]([CH3:31])([CH3:30])[CH3:29])[C:19]=1[O:32][CH2:33][CH3:34])=O. (3) Given the product [F:21][C:22]1[CH:23]=[C:24]([NH:25][C:2]2[CH:3]=[C:4]3[C:10]([CH3:11])=[N:9][N:8]([CH2:12][C:13]4[CH:18]=[CH:17][C:16]([O:19][CH3:20])=[CH:15][CH:14]=4)[C:5]3=[N:6][CH:7]=2)[CH:26]=[CH:27][C:28]=1[N:29]1[CH2:30][CH2:31][N:32]([CH3:35])[CH2:33][CH2:34]1, predict the reactants needed to synthesize it. The reactants are: Br[C:2]1[CH:3]=[C:4]2[C:10]([CH3:11])=[N:9][N:8]([CH2:12][C:13]3[CH:18]=[CH:17][C:16]([O:19][CH3:20])=[CH:15][CH:14]=3)[C:5]2=[N:6][CH:7]=1.[F:21][C:22]1[CH:23]=[C:24]([CH:26]=[CH:27][C:28]=1[N:29]1[CH2:34][CH2:33][N:32]([CH3:35])[CH2:31][CH2:30]1)[NH2:25].N#N.C(O[K])(C)(C)C.C1C=CC(P(C2C(C3C(P(C4C=CC=CC=4)C4C=CC=CC=4)=CC=C4C=3C=CC=C4)=C3C(C=CC=C3)=CC=2)C2C=CC=CC=2)=CC=1. (4) Given the product [C:11]([O:15][C:16]([NH:18][C:19]1[CH:24]=[CH:23][CH:22]=[CH:21][C:20]=1[NH:25][C:6](=[O:8])[C:5]1[CH:4]=[CH:3][C:2]([Br:1])=[CH:10][CH:9]=1)=[O:17])([CH3:14])([CH3:12])[CH3:13], predict the reactants needed to synthesize it. The reactants are: [Br:1][C:2]1[CH:10]=[CH:9][C:5]([C:6]([OH:8])=O)=[CH:4][CH:3]=1.[C:11]([O:15][C:16]([NH:18][C:19]1[CH:24]=[CH:23][CH:22]=[CH:21][C:20]=1[NH2:25])=[O:17])([CH3:14])([CH3:13])[CH3:12]. (5) Given the product [Br:20][C:5]1[C:6]([NH:9][C@@H:10]2[C@@H:15]3[CH2:16][C@@H:12]([CH:13]=[CH:14]3)[C@@H:11]2[C:17]([NH2:19])=[O:18])=[C:7]2[N:8]=[C:25]([C:24]3[CH:27]=[CH:28][CH:29]=[C:22]([Cl:21])[CH:23]=3)[NH:1][C:2]2=[N:3][CH:4]=1, predict the reactants needed to synthesize it. The reactants are: [NH2:1][C:2]1[C:7]([NH2:8])=[C:6]([NH:9][C@@H:10]2[C@@H:15]3[CH2:16][C@@H:12]([CH:13]=[CH:14]3)[C@@H:11]2[C:17]([NH2:19])=[O:18])[C:5]([Br:20])=[CH:4][N:3]=1.[Cl:21][C:22]1[CH:23]=[C:24]([CH:27]=[CH:28][CH:29]=1)[CH:25]=O.C([O-])(=O)C.[NH4+]. (6) Given the product [CH3:7][C:5]1[N:6]=[C:2]([NH:1][C:11](=[O:14])[CH2:12][CH3:13])[S:3][C:4]=1[C:8]([OH:10])=[O:9], predict the reactants needed to synthesize it. The reactants are: [NH2:1][C:2]1[S:3][C:4]([C:8]([OH:10])=[O:9])=[C:5]([CH3:7])[N:6]=1.[C:11](O[C:11](=[O:14])[CH2:12][CH3:13])(=[O:14])[CH2:12][CH3:13].O. (7) Given the product [CH3:4][C:3]1([CH3:5])[S:6][CH2:11][CH2:10][NH:1][C@H:2]1[C:7]([OH:9])=[O:8], predict the reactants needed to synthesize it. The reactants are: [NH2:1][C@@H:2]([C:7]([OH:9])=[O:8])[C:3]([SH:6])([CH3:5])[CH3:4].[CH2:10]1CCN2C(=NCCC2)C[CH2:11]1.C[Si](Cl)(C)C. (8) Given the product [CH3:9][O:8][C:5]1[CH:6]=[CH:7][C:2]([C:32]2[CH:31]=[CH:30][C:29]3[C:28]4[C:23](=[CH:24][C:25]([C:2]5[CH:7]=[CH:6][C:5]([O:56][CH3:53])=[CH:4][C:3]=5[C:59]5[CH:60]=[CH:12][CH:11]=[CH:10][CH:15]=5)=[CH:26][CH:27]=4)[N:22]([C:16]4[CH:17]=[CH:18][CH:19]=[CH:20][CH:21]=4)[C:34]=3[CH:33]=2)=[C:3]([C:10]2[CH:15]=[CH:14][CH:13]=[CH:12][CH:11]=2)[CH:4]=1, predict the reactants needed to synthesize it. The reactants are: Br[C:2]1[CH:7]=[CH:6][C:5]([O:8][CH3:9])=[CH:4][C:3]=1[C:10]1[CH:15]=[CH:14][CH:13]=[CH:12][CH:11]=1.[C:16]1([N:22]2[C:34]3[CH:33]=[C:32](B4OC(C)(C)C(C)(C)O4)[CH:31]=[CH:30][C:29]=3[C:28]3[C:23]2=[CH:24][C:25](B2OC(C)(C)C(C)(C)O2)=[CH:26][CH:27]=3)[CH:21]=[CH:20][CH:19]=[CH:18][CH:17]=1.[C:53]([O-:56])([O-])=O.[Na+].[Na+].[CH3:59][CH2:60]O. (9) Given the product [P:33]([O:42][C:43]1[CH:48]=[CH:47][CH:46]=[CH:45][CH:44]=1)([O:35][C:36]1[CH:41]=[CH:40][CH:39]=[CH:38][CH:37]=1)([O:1][C:2]1[C:15]2[C:6](=[N:7][C:8]3[C:13]([C:14]=2[C:16]([N:18]2[CH2:19][CH2:20][N:21]([C:24]4[CH:29]=[CH:28][CH:27]=[C:26]([O:30][CH3:31])[CH:25]=4)[CH2:22][CH2:23]2)=[O:17])=[CH:12][CH:11]=[CH:10][CH:9]=3)[CH:5]=[C:4]([O:32][P:33]([O:42][C:57]2[CH:56]=[CH:58][CH:48]=[CH:43][CH:44]=2)([O:35][C:36]2[CH:41]=[CH:40][CH:39]=[CH:38][CH:37]=2)=[O:34])[CH:3]=1)=[O:34], predict the reactants needed to synthesize it. The reactants are: [OH:1][C:2]1[C:15]2[C:6](=[N:7][C:8]3[C:13]([C:14]=2[C:16]([N:18]2[CH2:23][CH2:22][N:21]([C:24]4[CH:29]=[CH:28][CH:27]=[C:26]([O:30][CH3:31])[CH:25]=4)[CH2:20][CH2:19]2)=[O:17])=[CH:12][CH:11]=[CH:10][CH:9]=3)[CH:5]=[C:4]([OH:32])[CH:3]=1.[P:33](Cl)([O:42][C:43]1[CH:48]=[CH:47][CH:46]=[CH:45][CH:44]=1)([O:35][C:36]1[CH:41]=[CH:40][CH:39]=[CH:38][CH:37]=1)=[O:34].C(N([CH:56]([CH3:58])[CH3:57])CC)(C)C. (10) Given the product [CH:17]1[C:18]([CH2:23][C:4]2[CH:3]=[CH:2][C:1]([OH:7])=[CH:6][CH:5]=2)=[CH:19][CH:11]=[C:10]([OH:15])[CH:22]=1.[CH:20]1[CH:19]=[C:18]([CH2:23][C:24]2[CH:29]=[CH:28][C:27]([OH:12])=[CH:26][CH:25]=2)[C:17]([OH:16])=[CH:22][CH:21]=1, predict the reactants needed to synthesize it. The reactants are: [C:1]1([OH:7])[CH:6]=[CH:5][CH:4]=[CH:3][CH:2]=1.C=O.[C:10]([OH:15])(=O)[C:11](O)=[O:12].[OH:16][C:17]1[CH:22]=[CH:21][CH:20]=[CH:19][C:18]=1[CH2:23][C:24]1[CH:29]=[CH:28][CH:27]=[CH:26][C:25]=1O.